The task is: Predict the reaction yield, written as a fraction of the theoretical maximum amount of product (1.0 means a 100% yield; for example, 0.34 means a 34% yield).. This data is from Reaction yield outcomes from USPTO patents with 853,638 reactions. The reactants are [Br:1][C:2]1[C:9]([CH3:10])=[CH:8][CH:7]=[CH:6][C:3]=1[CH:4]=O.[N:11]1([C:17]([O:19][C:20]([CH3:23])([CH3:22])[CH3:21])=[O:18])[CH2:16][CH2:15][NH:14][CH2:13][CH2:12]1.ClCCCl.[BH-](OC(C)=O)(OC(C)=O)OC(C)=O.[Na+]. The catalyst is O. The product is [Br:1][C:2]1[C:9]([CH3:10])=[CH:8][CH:7]=[CH:6][C:3]=1[CH2:4][N:14]1[CH2:13][CH2:12][N:11]([C:17]([O:19][C:20]([CH3:23])([CH3:22])[CH3:21])=[O:18])[CH2:16][CH2:15]1. The yield is 0.860.